From a dataset of Full USPTO retrosynthesis dataset with 1.9M reactions from patents (1976-2016). Predict the reactants needed to synthesize the given product. Given the product [CH2:15]([C:13]1[CH:14]=[C:6]([CH2:5][CH:4]([NH:18][C:19]([N:21]2[CH2:22][CH2:23][CH:24]([N:27]3[CH2:36][C:35]4[C:30](=[CH:31][CH:32]=[CH:33][CH:34]=4)[NH:29][C:28]3=[O:37])[CH2:25][CH2:26]2)=[O:20])[C:3]([OH:38])=[O:2])[CH:7]=[C:8]2[C:12]=1[NH:11][N:10]=[C:9]2[CH3:17])[CH3:16], predict the reactants needed to synthesize it. The reactants are: C[O:2][C:3](=[O:38])[CH:4]([NH:18][C:19]([N:21]1[CH2:26][CH2:25][CH:24]([N:27]2[CH2:36][C:35]3[C:30](=[CH:31][CH:32]=[CH:33][CH:34]=3)[NH:29][C:28]2=[O:37])[CH2:23][CH2:22]1)=[O:20])[CH2:5][C:6]1[CH:7]=[C:8]2[C:12](=[C:13]([CH2:15][CH3:16])[CH:14]=1)[NH:11][N:10]=[C:9]2[CH3:17].O1CCCC1.CO.O.[OH-].[Li+].